This data is from Reaction yield outcomes from USPTO patents with 853,638 reactions. The task is: Predict the reaction yield, written as a fraction of the theoretical maximum amount of product (1.0 means a 100% yield; for example, 0.34 means a 34% yield). (1) The reactants are Cl.[Cl:2][C:3]1[CH:8]=[CH:7][CH:6]=[CH:5][C:4]=1[NH:9]N.[CH2:11]([O:13][C:14](=[O:19])[C:15](=O)[CH2:16][CH3:17])[CH3:12].Cl. The catalyst is C(O)C.OS(O)(=O)=O.O. The product is [Cl:2][C:3]1[CH:8]=[CH:7][CH:6]=[C:5]2[C:4]=1[NH:9][C:15]([C:14]([O:13][CH2:11][CH3:12])=[O:19])=[C:16]2[CH3:17]. The yield is 0.430. (2) The reactants are [I:1][C:2]1[CH:3]=[C:4]2[C:8](=[CH:9][CH:10]=1)[NH:7][C:6](=[O:11])[C:5]2=[O:12].C1CCN2C(=NCCC2)CC1.Br[CH2:25][C:26]([O:28][CH3:29])=[O:27]. The catalyst is CN(C=O)C. The product is [I:1][C:2]1[CH:3]=[C:4]2[C:8](=[CH:9][CH:10]=1)[N:7]([CH2:25][C:26]([O:28][CH3:29])=[O:27])[C:6](=[O:11])[C:5]2=[O:12]. The yield is 0.510. (3) The reactants are [F:1][C:2]1[C:3]([NH:17][CH2:18][OH:19])=[N:4][C:5]([O:8][CH2:9][C:10]2[CH:15]=[CH:14][C:13]([F:16])=[CH:12][CH:11]=2)=[N:6][CH:7]=1.[C:20]1([CH3:30])[CH:25]=[CH:24][C:23](S(O)(=O)=O)=[CH:22][CH:21]=1. The catalyst is C(O)C1C=CC=CC=1. The product is [CH2:30]([O:19][CH2:18][NH:17][C:3]1[C:2]([F:1])=[CH:7][N:6]=[C:5]([O:8][CH2:9][C:10]2[CH:11]=[CH:12][C:13]([F:16])=[CH:14][CH:15]=2)[N:4]=1)[C:20]1[CH:25]=[CH:24][CH:23]=[CH:22][CH:21]=1. The yield is 0.700. (4) The yield is 0.540. No catalyst specified. The reactants are [CH3:1][N:2]1[CH2:7][CH2:6][CH:5]([CH2:8][CH2:9][O:10][C:11]2[CH:20]=[C:19]3[C:14]([C:15](=O)[NH:16][CH:17]=[N:18]3)=[CH:13][C:12]=2[O:22][CH3:23])[CH2:4][CH2:3]1.CN(C=O)C.S(Cl)([Cl:31])=O. The product is [Cl:31][C:15]1[C:14]2[C:19](=[CH:20][C:11]([O:10][CH2:9][CH2:8][CH:5]3[CH2:6][CH2:7][N:2]([CH3:1])[CH2:3][CH2:4]3)=[C:12]([O:22][CH3:23])[CH:13]=2)[N:18]=[CH:17][N:16]=1.